The task is: Predict the product of the given reaction.. This data is from Forward reaction prediction with 1.9M reactions from USPTO patents (1976-2016). (1) Given the reactants [C:1]([C:3]1[CH:8]=[CH:7][C:6]([C:9]2[CH:10]=[N:11][N:12]([C:15]3[CH:23]=[CH:22][C:18]([C:19]([OH:21])=O)=[CH:17][N:16]=3)[C:13]=2[OH:14])=[C:5]([CH3:24])[CH:4]=1)#[N:2].Cl.C(N=C=NCCCN(C)C)C.C1C=CC2N(O)N=NC=2C=1.C(N(CC)C(C)C)(C)C.Cl.[CH3:57][N:58]([CH3:63])[CH:59]1[CH2:62][NH:61][CH2:60]1.C(O)(=O)CC(CC(O)=O)(C(O)=O)O, predict the reaction product. The product is: [CH3:57][N:58]([CH3:63])[CH:59]1[CH2:62][N:61]([C:19]([C:18]2[CH:22]=[CH:23][C:15]([N:12]3[C:13]([OH:14])=[C:9]([C:6]4[CH:7]=[CH:8][C:3]([C:1]#[N:2])=[CH:4][C:5]=4[CH3:24])[CH:10]=[N:11]3)=[N:16][CH:17]=2)=[O:21])[CH2:60]1. (2) Given the reactants [BrH:1].[CH3:2][C:3]1[CH:8]=[C:7]([CH3:9])[N:6]=[C:5](N)[CH:4]=1.BrBr.N([O-])=O.[Na+].N([O-])=O.[OH-].[Na+], predict the reaction product. The product is: [Br:1][C:5]1[CH:4]=[C:3]([CH3:2])[CH:8]=[C:7]([CH3:9])[N:6]=1.